This data is from NCI-60 drug combinations with 297,098 pairs across 59 cell lines. The task is: Regression. Given two drug SMILES strings and cell line genomic features, predict the synergy score measuring deviation from expected non-interaction effect. (1) Drug 1: CCC1(CC2CC(C3=C(CCN(C2)C1)C4=CC=CC=C4N3)(C5=C(C=C6C(=C5)C78CCN9C7C(C=CC9)(C(C(C8N6C=O)(C(=O)OC)O)OC(=O)C)CC)OC)C(=O)OC)O.OS(=O)(=O)O. Drug 2: CC1=C(C(=O)C2=C(C1=O)N3CC4C(C3(C2COC(=O)N)OC)N4)N. Cell line: SK-OV-3. Synergy scores: CSS=17.3, Synergy_ZIP=-6.62, Synergy_Bliss=-1.35, Synergy_Loewe=-9.31, Synergy_HSA=-3.71. (2) Drug 1: CC(C)(C#N)C1=CC(=CC(=C1)CN2C=NC=N2)C(C)(C)C#N. Drug 2: CC1=C(C(=O)C2=C(C1=O)N3CC4C(C3(C2COC(=O)N)OC)N4)N. Cell line: MOLT-4. Synergy scores: CSS=35.9, Synergy_ZIP=-0.0838, Synergy_Bliss=1.65, Synergy_Loewe=-15.9, Synergy_HSA=2.51. (3) Drug 2: COC1=NC(=NC2=C1N=CN2C3C(C(C(O3)CO)O)O)N. Drug 1: CC1C(C(CC(O1)OC2CC(OC(C2O)C)OC3=CC4=CC5=C(C(=O)C(C(C5)C(C(=O)C(C(C)O)O)OC)OC6CC(C(C(O6)C)O)OC7CC(C(C(O7)C)O)OC8CC(C(C(O8)C)O)(C)O)C(=C4C(=C3C)O)O)O)O. Cell line: NCI-H226. Synergy scores: CSS=42.8, Synergy_ZIP=-1.41, Synergy_Bliss=-0.504, Synergy_Loewe=0.939, Synergy_HSA=1.00. (4) Drug 1: C1C(C(OC1N2C=NC3=C(N=C(N=C32)Cl)N)CO)O. Drug 2: C1C(C(OC1N2C=NC(=NC2=O)N)CO)O. Cell line: BT-549. Synergy scores: CSS=47.2, Synergy_ZIP=4.32, Synergy_Bliss=4.58, Synergy_Loewe=6.49, Synergy_HSA=7.02. (5) Drug 1: CC1=C(C=C(C=C1)NC2=NC=CC(=N2)N(C)C3=CC4=NN(C(=C4C=C3)C)C)S(=O)(=O)N.Cl. Cell line: NCI-H460. Synergy scores: CSS=44.1, Synergy_ZIP=5.02, Synergy_Bliss=4.95, Synergy_Loewe=-19.6, Synergy_HSA=3.08. Drug 2: CC1OCC2C(O1)C(C(C(O2)OC3C4COC(=O)C4C(C5=CC6=C(C=C35)OCO6)C7=CC(=C(C(=C7)OC)O)OC)O)O. (6) Drug 1: CC1=C(C=C(C=C1)C(=O)NC2=CC(=CC(=C2)C(F)(F)F)N3C=C(N=C3)C)NC4=NC=CC(=N4)C5=CN=CC=C5. Drug 2: COC1=NC(=NC2=C1N=CN2C3C(C(C(O3)CO)O)O)N. Cell line: T-47D. Synergy scores: CSS=-4.87, Synergy_ZIP=5.89, Synergy_Bliss=5.43, Synergy_Loewe=-7.93, Synergy_HSA=-7.35. (7) Drug 1: C1CNP(=O)(OC1)N(CCCl)CCCl. Drug 2: C1C(C(OC1N2C=NC3=C2NC=NCC3O)CO)O. Cell line: SN12C. Synergy scores: CSS=3.44, Synergy_ZIP=0.958, Synergy_Bliss=-1.54, Synergy_Loewe=2.06, Synergy_HSA=-0.907. (8) Drug 1: COC1=CC(=CC(=C1O)OC)C2C3C(COC3=O)C(C4=CC5=C(C=C24)OCO5)OC6C(C(C7C(O6)COC(O7)C8=CC=CS8)O)O. Drug 2: CCC(=C(C1=CC=CC=C1)C2=CC=C(C=C2)OCCN(C)C)C3=CC=CC=C3.C(C(=O)O)C(CC(=O)O)(C(=O)O)O. Cell line: 786-0. Synergy scores: CSS=37.1, Synergy_ZIP=10.2, Synergy_Bliss=11.1, Synergy_Loewe=-1.46, Synergy_HSA=12.8. (9) Drug 1: CC1C(C(CC(O1)OC2CC(CC3=C2C(=C4C(=C3O)C(=O)C5=C(C4=O)C(=CC=C5)OC)O)(C(=O)C)O)N)O.Cl. Drug 2: CC1C(C(CC(O1)OC2CC(CC3=C2C(=C4C(=C3O)C(=O)C5=CC=CC=C5C4=O)O)(C(=O)C)O)N)O. Cell line: NCI-H322M. Synergy scores: CSS=38.0, Synergy_ZIP=0.750, Synergy_Bliss=3.29, Synergy_Loewe=-3.88, Synergy_HSA=1.41. (10) Drug 1: COC1=CC(=CC(=C1O)OC)C2C3C(COC3=O)C(C4=CC5=C(C=C24)OCO5)OC6C(C(C7C(O6)COC(O7)C8=CC=CS8)O)O. Drug 2: C1C(C(OC1N2C=NC(=NC2=O)N)CO)O. Cell line: RXF 393. Synergy scores: CSS=25.1, Synergy_ZIP=-8.18, Synergy_Bliss=-4.46, Synergy_Loewe=-1.20, Synergy_HSA=0.742.